The task is: Predict the reactants needed to synthesize the given product.. This data is from Full USPTO retrosynthesis dataset with 1.9M reactions from patents (1976-2016). (1) Given the product [CH3:1][O:2][C:3]1[CH:8]=[CH:7][C:6]([O:9][CH2:16][C:15]2[CH:18]=[CH:19][C:12]([O:11][CH3:10])=[CH:13][CH:14]=2)=[CH:5][N:4]=1, predict the reactants needed to synthesize it. The reactants are: [CH3:1][O:2][C:3]1[CH:8]=[CH:7][C:6]([OH:9])=[CH:5][N:4]=1.[CH3:10][O:11][C:12]1[CH:19]=[CH:18][C:15]([CH2:16]O)=[CH:14][CH:13]=1.C1C=CC(P(C2C=CC=CC=2)C2C=CC=CC=2)=CC=1.CCOC(/N=N/C(OCC)=O)=O. (2) Given the product [C:28]([C:4]1[CH:3]=[C:2]([Cl:1])[CH:7]=[C:6]([CH3:8])[C:5]=1[NH:9][C:10]([C:12]1[N:13]([C:21]2[C:26]([Cl:27])=[CH:25][CH:24]=[CH:23][N:22]=2)[N:14]=[C:15]([C:17]([F:18])([F:19])[F:20])[CH:16]=1)=[O:11])(=[O:35])[NH2:29], predict the reactants needed to synthesize it. The reactants are: [Cl:1][C:2]1[CH:7]=[C:6]([CH3:8])[C:5]([NH:9][C:10]([C:12]2[N:13]([C:21]3[C:26]([Cl:27])=[CH:25][CH:24]=[CH:23][N:22]=3)[N:14]=[C:15]([C:17]([F:20])([F:19])[F:18])[CH:16]=2)=[O:11])=[C:4]([C:28](=[O:35])[N:29]=S(CC)CC)[CH:3]=1.Cl. (3) Given the product [CH2:1]([NH:3][C:4]1[C:9]2[C:10]([C:22]3[CH:27]=[CH:26][N:25]=[CH:24][N:23]=3)=[N:11][NH:12][C:8]=2[CH:7]=[CH:6][N:5]=1)[CH3:2], predict the reactants needed to synthesize it. The reactants are: [CH2:1]([NH:3][C:4]1[C:9]2[C:10]([C:22]3[CH:27]=[CH:26][N:25]=[CH:24][N:23]=3)=[N:11][N:12](CC3C=CC(OC)=CC=3)[C:8]=2[CH:7]=[CH:6][N:5]=1)[CH3:2].ClC1N=CN=C(C2C3C(NC(C)C)=NC=CC=3N(C(C3C=CC=CC=3)(C3C=CC=CC=3)C3C=CC=CC=3)N=2)C=1.[NH4+].[OH-]. (4) Given the product [CH:23]1([O:22][C:19]2[CH:20]=[CH:21][C:16]([N:13]3[CH:14]=[CH:15][N:11]([C:8]4[CH:7]=[CH:6][C:5]([O:4][CH2:3][CH2:2][NH:30][CH3:29])=[CH:10][CH:9]=4)[C:12]3=[O:28])=[CH:17][CH:18]=2)[CH2:27][CH2:26][CH2:25][CH2:24]1, predict the reactants needed to synthesize it. The reactants are: Br[CH2:2][CH2:3][O:4][C:5]1[CH:10]=[CH:9][C:8]([N:11]2[CH:15]=[CH:14][N:13]([C:16]3[CH:21]=[CH:20][C:19]([O:22][CH:23]4[CH2:27][CH2:26][CH2:25][CH2:24]4)=[CH:18][CH:17]=3)[C:12]2=[O:28])=[CH:7][CH:6]=1.[CH3:29][NH2:30]. (5) Given the product [CH:1]([C@H:4]1[N:10]([C:48]([C:44]2([CH3:43])[CH2:47][CH2:46][CH2:45]2)=[O:49])[CH2:9][C:8]2[CH:11]=[CH:12][C:13]([C:15]([O:17][CH3:18])=[O:16])=[CH:14][C:7]=2[O:6][CH2:5]1)([CH3:3])[CH3:2], predict the reactants needed to synthesize it. The reactants are: [CH:1]([C@H:4]1[NH:10][CH2:9][C:8]2[CH:11]=[CH:12][C:13]([C:15]([O:17][CH3:18])=[O:16])=[CH:14][C:7]=2[O:6][CH2:5]1)([CH3:3])[CH3:2].CN(C(ON1N=NC2C=CC=NC1=2)=[N+](C)C)C.F[P-](F)(F)(F)(F)F.[CH3:43][C:44]1([C:48](O)=[O:49])[CH2:47][CH2:46][CH2:45]1.CCN(C(C)C)C(C)C. (6) Given the product [CH3:1][C:2]([C:4]1[CH:9]=[CH:8][C:7]([C:11]2[CH:16]=[CH:15][CH:14]=[CH:13][CH:12]=2)=[CH:6][CH:5]=1)=[O:3], predict the reactants needed to synthesize it. The reactants are: [CH3:1][C:2]([C:4]1[CH:9]=[CH:8][C:7](Cl)=[CH:6][CH:5]=1)=[O:3].[C:11]1(B(O)O)[CH:16]=[CH:15][CH:14]=[CH:13][CH:12]=1.[F-].[Cs+].